Dataset: NCI-60 drug combinations with 297,098 pairs across 59 cell lines. Task: Regression. Given two drug SMILES strings and cell line genomic features, predict the synergy score measuring deviation from expected non-interaction effect. (1) Cell line: 786-0. Drug 1: CC1=CC=C(C=C1)C2=CC(=NN2C3=CC=C(C=C3)S(=O)(=O)N)C(F)(F)F. Synergy scores: CSS=-0.685, Synergy_ZIP=0.678, Synergy_Bliss=1.83, Synergy_Loewe=-2.29, Synergy_HSA=-0.530. Drug 2: C1C(C(OC1N2C=NC(=NC2=O)N)CO)O. (2) Drug 1: CC1C(C(CC(O1)OC2CC(CC3=C2C(=C4C(=C3O)C(=O)C5=C(C4=O)C(=CC=C5)OC)O)(C(=O)C)O)N)O.Cl. Drug 2: CC1=C2C(C(=O)C3(C(CC4C(C3C(C(C2(C)C)(CC1OC(=O)C(C(C5=CC=CC=C5)NC(=O)C6=CC=CC=C6)O)O)OC(=O)C7=CC=CC=C7)(CO4)OC(=O)C)O)C)OC(=O)C. Cell line: SR. Synergy scores: CSS=57.0, Synergy_ZIP=-6.32, Synergy_Bliss=-10.2, Synergy_Loewe=-9.65, Synergy_HSA=-6.51. (3) Drug 1: C(CC(=O)O)C(=O)CN.Cl. Drug 2: C1CN(CCN1C(=O)CCBr)C(=O)CCBr. Cell line: COLO 205. Synergy scores: CSS=36.5, Synergy_ZIP=-8.78, Synergy_Bliss=-0.615, Synergy_Loewe=-7.33, Synergy_HSA=4.16. (4) Drug 1: COC1=C(C=C2C(=C1)N=CN=C2NC3=CC(=C(C=C3)F)Cl)OCCCN4CCOCC4. Drug 2: CN(C)N=NC1=C(NC=N1)C(=O)N. Cell line: HCT-15. Synergy scores: CSS=43.0, Synergy_ZIP=-5.75, Synergy_Bliss=3.57, Synergy_Loewe=-14.0, Synergy_HSA=3.53. (5) Drug 1: CS(=O)(=O)C1=CC(=C(C=C1)C(=O)NC2=CC(=C(C=C2)Cl)C3=CC=CC=N3)Cl. Drug 2: CS(=O)(=O)OCCCCOS(=O)(=O)C. Cell line: SNB-75. Synergy scores: CSS=1.51, Synergy_ZIP=0.381, Synergy_Bliss=1.64, Synergy_Loewe=-1.17, Synergy_HSA=-0.492. (6) Drug 1: CC1C(C(=O)NC(C(=O)N2CCCC2C(=O)N(CC(=O)N(C(C(=O)O1)C(C)C)C)C)C(C)C)NC(=O)C3=C4C(=C(C=C3)C)OC5=C(C(=O)C(=C(C5=N4)C(=O)NC6C(OC(=O)C(N(C(=O)CN(C(=O)C7CCCN7C(=O)C(NC6=O)C(C)C)C)C)C(C)C)C)N)C. Drug 2: CC(C)NC(=O)C1=CC=C(C=C1)CNNC.Cl. Cell line: HOP-62. Synergy scores: CSS=31.8, Synergy_ZIP=5.23, Synergy_Bliss=4.04, Synergy_Loewe=-26.9, Synergy_HSA=3.25.